From a dataset of Full USPTO retrosynthesis dataset with 1.9M reactions from patents (1976-2016). Predict the reactants needed to synthesize the given product. (1) Given the product [CH2:1]([O:8][C:9]1[CH:14]=[CH:13][N:12]([C:17]2[S:21][C:20]([C:22]([NH:24][CH2:25][C:26]3[CH:31]=[CH:30][CH:29]=[C:28]([F:32])[CH:27]=3)=[O:23])=[C:19]([CH3:33])[CH:18]=2)[C:11](=[O:15])[CH:10]=1)[C:2]1[CH:3]=[CH:4][CH:5]=[CH:6][CH:7]=1, predict the reactants needed to synthesize it. The reactants are: [CH2:1]([O:8][C:9]1[CH:14]=[CH:13][NH:12][C:11](=[O:15])[CH:10]=1)[C:2]1[CH:7]=[CH:6][CH:5]=[CH:4][CH:3]=1.Br[C:17]1[S:21][C:20]([C:22]([NH:24][CH2:25][C:26]2[CH:31]=[CH:30][CH:29]=[C:28]([F:32])[CH:27]=2)=[O:23])=[C:19]([CH3:33])[CH:18]=1. (2) Given the product [NH:28]([C:29]([O:21][CH2:20][C:5]1[CH:6]=[C:7]([CH:18]=[CH:19][C:4]=1[O:3][CH2:1][CH3:2])[CH2:8][CH:9]([C:14]([O:16][CH3:17])=[O:15])[C:10]([O:12][CH3:13])=[O:11])=[O:30])[C:22]1[CH:27]=[CH:26][CH:25]=[CH:24][CH:23]=1, predict the reactants needed to synthesize it. The reactants are: [CH2:1]([O:3][C:4]1[CH:19]=[CH:18][C:7]([CH2:8][CH:9]([C:14]([O:16][CH3:17])=[O:15])[C:10]([O:12][CH3:13])=[O:11])=[CH:6][C:5]=1[CH2:20][OH:21])[CH3:2].[C:22]1([N:28]=[C:29]=[O:30])[CH:27]=[CH:26][CH:25]=[CH:24][CH:23]=1. (3) Given the product [Si:27]([O:1][C:2]1[CH:7]=[C:6]([CH3:8])[C:5]([C:9]2[CH:14]=[CH:13][CH:12]=[C:11]([CH:15]=[O:16])[CH:10]=2)=[C:4]([CH3:17])[CH:3]=1)([C:23]([CH3:26])([CH3:25])[CH3:24])([CH3:30])[CH3:29], predict the reactants needed to synthesize it. The reactants are: [OH:1][C:2]1[CH:7]=[C:6]([CH3:8])[C:5]([C:9]2[CH:14]=[CH:13][CH:12]=[C:11]([CH:15]=[O:16])[CH:10]=2)=[C:4]([CH3:17])[CH:3]=1.N1C=CN=C1.[C:23]([Si:27]([CH3:30])([CH3:29])Cl)([CH3:26])([CH3:25])[CH3:24]. (4) The reactants are: [NH2:1][CH2:2][CH2:3][CH2:4][CH2:5][CH2:6][C:7]([OH:9])=[O:8].[OH-].[Na+].Cl[C:13]([O:15][CH2:16][CH2:17][Cl:18])=[O:14].C(O)(=O)CC(CC(O)=O)(C(O)=O)O. Given the product [Cl:18][CH2:17][CH2:16][O:15][C:13]([NH:1][CH2:2][CH2:3][CH2:4][CH2:5][CH2:6][C:7]([OH:9])=[O:8])=[O:14], predict the reactants needed to synthesize it. (5) Given the product [Cl:12][C:4]1[CH:3]=[C:2]([CH:13]=[O:14])[CH:11]=[CH:10][C:5]=1[C:6]([O:8][CH3:9])=[O:7], predict the reactants needed to synthesize it. The reactants are: Br[C:2]1[CH:11]=[CH:10][C:5]([C:6]([O:8][CH3:9])=[O:7])=[C:4]([Cl:12])[CH:3]=1.[CH:13]([O-])=[O:14].[Na+].C([O-])([O-])=O.[Na+].[Na+]. (6) Given the product [CH2:1]([C:8]1[S:12][C:11]2[CH:13]=[CH:14][CH:15]=[CH:16][C:10]=2[C:9]=1[CH2:17][CH2:18][C:19]1[CH:24]=[CH:23][C:22]([OH:25])=[CH:21][CH:20]=1)[C:2]1[CH:7]=[CH:6][CH:5]=[CH:4][CH:3]=1, predict the reactants needed to synthesize it. The reactants are: [CH2:1]([C:8]1[S:12][C:11]2[CH:13]=[CH:14][CH:15]=[CH:16][C:10]=2[C:9]=1[CH2:17][CH2:18][C:19]1[CH:24]=[CH:23][C:22]([O:25]C)=[CH:21][CH:20]=1)[C:2]1[CH:7]=[CH:6][CH:5]=[CH:4][CH:3]=1.B(Br)(Br)Br.C(Cl)Cl. (7) Given the product [Br:1][C:2]1[CH:3]=[CH:4][C:5]([C:8]2[NH:9][C:10](=[O:17])[C:11]3[N:12]([CH:14]=[CH:15][CH:16]=3)[CH:13]=2)=[CH:6][CH:7]=1, predict the reactants needed to synthesize it. The reactants are: [Br:1][C:2]1[CH:7]=[CH:6][C:5]([C:8]2(O)[CH2:13][N:12]3[CH:14]=[CH:15][CH:16]=[C:11]3[C:10](=[O:17])[NH:9]2)=[CH:4][CH:3]=1.FC(F)(F)C(O)=O.